Task: Predict the reactants needed to synthesize the given product.. Dataset: Full USPTO retrosynthesis dataset with 1.9M reactions from patents (1976-2016) (1) Given the product [CH3:8][C:4](=[CH2:3])[CH2:5][CH2:6][O:7][C:10]1[N:15]=[C:14]([O:18][CH2:6][CH2:5][C:4]([CH3:8])=[CH2:3])[N:13]=[C:12]([O:7][CH2:6][CH2:5][C:4]([CH3:3])=[CH2:8])[N:11]=1, predict the reactants needed to synthesize it. The reactants are: [H-].[Na+].[CH3:3][C:4](=[CH2:8])[CH2:5][CH2:6][OH:7].Cl[C:10]1[N:15]=[C:14](Cl)[N:13]=[C:12](Cl)[N:11]=1.[OH2:18]. (2) Given the product [F:32][C:2]1([F:1])[CH2:7][CH2:6][N:5]([C:8]([C:10]2[N:11]([CH:36]([CH3:38])[CH3:37])[C:12]3[C:17]([CH:18]=2)=[CH:16][C:15]([C:19]([N:21]2[CH2:22][CH2:23][CH:24]([N:27]4[CH2:31][CH2:30][CH2:29][CH2:28]4)[CH2:25][CH2:26]2)=[O:20])=[CH:14][CH:13]=3)=[O:9])[CH2:4][CH2:3]1, predict the reactants needed to synthesize it. The reactants are: [F:1][C:2]1([F:32])[CH2:7][CH2:6][N:5]([C:8]([C:10]2[NH:11][C:12]3[C:17]([CH:18]=2)=[CH:16][C:15]([C:19]([N:21]2[CH2:26][CH2:25][CH:24]([N:27]4[CH2:31][CH2:30][CH2:29][CH2:28]4)[CH2:23][CH2:22]2)=[O:20])=[CH:14][CH:13]=3)=[O:9])[CH2:4][CH2:3]1.[H-].[Na+].Br[CH:36]([CH3:38])[CH3:37].